This data is from Reaction yield outcomes from USPTO patents with 853,638 reactions. The task is: Predict the reaction yield, written as a fraction of the theoretical maximum amount of product (1.0 means a 100% yield; for example, 0.34 means a 34% yield). (1) The reactants are [K].[C:2]1(=[O:12])[NH:6][C:5](=[O:7])[C:4]2=[CH:8][CH:9]=[CH:10][CH:11]=[C:3]12.C(=O)(OC)O[CH:15]1[CH2:21][CH2:20][CH2:19][CH2:18][CH:17]=[CH:16]1. The catalyst is [Br-].C([N+](CCCCCC)(CCCCCC)CCCCCC)CCCCC.[CH2-]C=C.[CH2-]C=C.Cl[Pd+].Cl[Pd+].C(Cl)Cl. The product is [C@@H:21]1([N:6]2[C:2](=[O:12])[C:3]3[C:4](=[CH:8][CH:9]=[CH:10][CH:11]=3)[C:5]2=[O:7])[CH2:20][CH2:19][CH2:18][CH2:17][CH:16]=[CH:15]1. The yield is 0.525. (2) The reactants are [CH:1]12[CH2:10][CH:5]3[CH2:6][CH:7]([CH2:9][CH:3]([CH2:4]3)[C:2]1=O)[CH2:8]2.C1(C)C=CC(S([CH2:21][N+:22]#[C-])(=O)=O)=CC=1.CCO.CC([O-])(C)C.[K+]. The catalyst is COCCOC. The product is [CH:1]12[CH2:10][CH:5]3[CH2:6][CH:7]([CH2:9][CH:3]([CH2:4]3)[CH:2]1[C:21]#[N:22])[CH2:8]2. The yield is 0.860.